Dataset: NCI-60 drug combinations with 297,098 pairs across 59 cell lines. Task: Regression. Given two drug SMILES strings and cell line genomic features, predict the synergy score measuring deviation from expected non-interaction effect. Drug 1: C1=NC2=C(N1)C(=S)N=C(N2)N. Drug 2: CCCS(=O)(=O)NC1=C(C(=C(C=C1)F)C(=O)C2=CNC3=C2C=C(C=N3)C4=CC=C(C=C4)Cl)F. Cell line: NCIH23. Synergy scores: CSS=37.4, Synergy_ZIP=1.17, Synergy_Bliss=0.750, Synergy_Loewe=-17.2, Synergy_HSA=-1.80.